From a dataset of Forward reaction prediction with 1.9M reactions from USPTO patents (1976-2016). Predict the product of the given reaction. Given the reactants C([O:3][C:4]([C:6]1([NH:15][C:16]([C@@H:18]2[C:27]3[C:22](=[CH:23][CH:24]=[CH:25][CH:26]=3)[CH2:21][CH2:20][CH2:19]2)=[O:17])[CH2:14][C:13]2[C:8](=[CH:9][CH:10]=[CH:11][CH:12]=2)[CH2:7]1)=[O:5])C.[OH-].[K+].O, predict the reaction product. The product is: [C@@H:18]1([C:16]([NH:15][C:6]2([C:4]([OH:5])=[O:3])[CH2:14][C:13]3[C:8](=[CH:9][CH:10]=[CH:11][CH:12]=3)[CH2:7]2)=[O:17])[C:27]2[C:22](=[CH:23][CH:24]=[CH:25][CH:26]=2)[CH2:21][CH2:20][CH2:19]1.